Dataset: Cav3 T-type calcium channel HTS with 100,875 compounds. Task: Binary Classification. Given a drug SMILES string, predict its activity (active/inactive) in a high-throughput screening assay against a specified biological target. (1) The compound is S(=O)(=O)(N1C(Cc2c(C1)cccc2)C(=O)N1CCC(CC1)C)c1ccc(F)cc1. The result is 0 (inactive). (2) The compound is s1c2c(CCC2)c(c1N)C(OCCC)=O. The result is 0 (inactive).